Predict the reactants needed to synthesize the given product. From a dataset of Full USPTO retrosynthesis dataset with 1.9M reactions from patents (1976-2016). Given the product [CH:20]1([NH:19][C:17]([C@H:12]2[CH2:13][CH2:14][C@@H:15]([CH3:16])[N:10]([C:4]3[CH:3]=[C:2]([C:34]4[CH:42]=[C:41]5[C:37]([CH:38]=[N:39][NH:40]5)=[CH:36][CH:35]=4)[N:7]=[C:6]([NH:8][CH3:9])[N:5]=3)[CH2:11]2)=[O:18])[CH2:25][CH2:24][CH2:23][CH2:22][CH2:21]1, predict the reactants needed to synthesize it. The reactants are: Cl[C:2]1[N:7]=[C:6]([NH:8][CH3:9])[N:5]=[C:4]([N:10]2[C@H:15]([CH3:16])[CH2:14][CH2:13][C@H:12]([C:17]([NH:19][CH:20]3[CH2:25][CH2:24][CH2:23][CH2:22][CH2:21]3)=[O:18])[CH2:11]2)[CH:3]=1.CC1(C)C(C)(C)OB([C:34]2[CH:42]=[C:41]3[C:37]([CH:38]=[N:39][NH:40]3)=[CH:36][CH:35]=2)O1.C1(P(C2CCCCC2)C2CCCCC2)CCCCC1.[O-]P([O-])([O-])=O.[K+].[K+].[K+].